Dataset: TCR-epitope binding with 47,182 pairs between 192 epitopes and 23,139 TCRs. Task: Binary Classification. Given a T-cell receptor sequence (or CDR3 region) and an epitope sequence, predict whether binding occurs between them. (1) The TCR CDR3 sequence is CASSSVRGAYEQYF. Result: 0 (the TCR does not bind to the epitope). The epitope is YLDAYNMMI. (2) The epitope is KLPDDFTGCV. The TCR CDR3 sequence is CASRTSGSRNEQFF. Result: 0 (the TCR does not bind to the epitope). (3) The epitope is TPQDLNTML. The TCR CDR3 sequence is CASSLTTSATEAFF. Result: 0 (the TCR does not bind to the epitope). (4) The epitope is RLRAEAQVK. The TCR CDR3 sequence is CASSLIGTGLTLAKNIQYF. Result: 1 (the TCR binds to the epitope).